Dataset: Forward reaction prediction with 1.9M reactions from USPTO patents (1976-2016). Task: Predict the product of the given reaction. (1) Given the reactants [OH:1][C:2]1[CH:7]=[CH:6][N:5]([C:8]2[S:9][C:10]([C:14]([OH:16])=O)=[C:11]([CH3:13])[N:12]=2)[C:4](=[O:17])[CH:3]=1.[F:18][C:19]1[CH:20]=[C:21]([CH2:25][NH2:26])[CH:22]=[CH:23][CH:24]=1, predict the reaction product. The product is: [F:18][C:19]1[CH:20]=[C:21]([CH:22]=[CH:23][CH:24]=1)[CH2:25][NH:26][C:14]([C:10]1[S:9][C:8]([N:5]2[CH:6]=[CH:7][C:2]([OH:1])=[CH:3][C:4]2=[O:17])=[N:12][C:11]=1[CH3:13])=[O:16]. (2) Given the reactants [Cl:1][CH2:2][CH2:3][N:4]([C:8]1[C:9]([N+:24]([O-:26])=[O:25])=[C:10]([C:18]([N+:21]([O-:23])=[O:22])=[CH:19][CH:20]=1)[C:11]([O:13][C:14]([CH3:17])([CH3:16])[CH3:15])=[O:12])[CH2:5][CH2:6][OH:7].N1C=CC=CC=1.[CH3:33][S:34](O[S:34]([CH3:33])(=[O:36])=[O:35])(=[O:36])=[O:35].C([O-])(O)=O.[Na+], predict the reaction product. The product is: [Cl:1][CH2:2][CH2:3][N:4]([C:8]1[C:9]([N+:24]([O-:26])=[O:25])=[C:10]([C:18]([N+:21]([O-:23])=[O:22])=[CH:19][CH:20]=1)[C:11]([O:13][C:14]([CH3:17])([CH3:16])[CH3:15])=[O:12])[CH2:5][CH2:6][O:7][S:34]([CH3:33])(=[O:36])=[O:35].